From a dataset of Full USPTO retrosynthesis dataset with 1.9M reactions from patents (1976-2016). Predict the reactants needed to synthesize the given product. (1) Given the product [C:13]([O:17][C:18]([N:20]1[CH2:25][C@@H:24]([CH3:26])[N:23]([CH2:27][CH2:28][CH2:29][NH:12][CH:6]2[CH2:5][C:4]3[C:9](=[CH:10][CH:11]=[C:2]([Br:1])[CH:3]=3)[O:8][CH2:7]2)[CH2:22][C@@H:21]1[CH3:31])=[O:19])([CH3:16])([CH3:15])[CH3:14], predict the reactants needed to synthesize it. The reactants are: [Br:1][C:2]1[CH:3]=[C:4]2[C:9](=[CH:10][CH:11]=1)[O:8][CH2:7][CH:6]([NH2:12])[CH2:5]2.[C:13]([O:17][C:18]([N:20]1[CH2:25][C@@H:24]([CH3:26])[N:23]([CH2:27][CH2:28][CH2:29]Cl)[CH2:22][C@@H:21]1[CH3:31])=[O:19])([CH3:16])([CH3:15])[CH3:14].C([O-])([O-])=O.[K+].[K+]. (2) Given the product [CH3:17][O:16][CH2:14][CH:2]1[CH2:3][NH:4][CH2:5][CH2:6][NH:1]1, predict the reactants needed to synthesize it. The reactants are: [N:1]1(C(OC(C)(C)C)=O)[CH2:6][CH2:5][N:4](C(OC(C)(C)C)=O)[CH2:3][C@H:2]1[C:14]([O:16][CH2:17]C)=O.Cl. (3) Given the product [OH2:13].[Na+:36].[CH3:1][N:2]1[C:10]2[C:5](=[CH:6][C:7]([NH:11][C:12]([C:14]3[C:15]([C:20]4[CH:25]=[CH:24][C:23]([C:26]([F:28])([F:29])[F:27])=[CH:22][CH:21]=4)=[CH:16][CH:17]=[CH:18][CH:19]=3)=[O:13])=[CH:8][CH:9]=2)[CH:4]=[C:3]1[C:30]([O-:32])=[O:31], predict the reactants needed to synthesize it. The reactants are: [CH3:1][N:2]1[C:10]2[C:5](=[CH:6][C:7]([NH:11][C:12]([C:14]3[C:15]([C:20]4[CH:25]=[CH:24][C:23]([C:26]([F:29])([F:28])[F:27])=[CH:22][CH:21]=4)=[CH:16][CH:17]=[CH:18][CH:19]=3)=[O:13])=[CH:8][CH:9]=2)[CH:4]=[C:3]1[C:30]([O:32]CC)=[O:31].[OH-].[Na+:36]. (4) Given the product [OH:7][C@@H:6]1[CH2:5][O:4][C:3](=[O:8])[C@@H:2]1[O:1][CH3:10], predict the reactants needed to synthesize it. The reactants are: [OH:1][C@@H:2]1[C@H:6]([OH:7])[CH2:5][O:4][C:3]1=[O:8].I[CH3:10]. (5) Given the product [CH:24]1([CH2:29][O:30][C:31]2[C:39]([CH:40]3[CH2:42][CH2:41]3)=[CH:38][C:34]([C:35]([NH:58][S:55]([CH:52]3[CH2:54][CH2:53]3)(=[O:57])=[O:56])=[O:37])=[C:33]([F:43])[CH:32]=2)[CH2:25][CH2:26][CH2:27][CH2:28]1, predict the reactants needed to synthesize it. The reactants are: C12(COC3C(I)=CC(C(O)=O)=C(F)C=3)CC3CC(CC(C3)C1)C2.[CH:24]1([CH2:29][O:30][C:31]2[C:39]([CH:40]3[CH2:42][CH2:41]3)=[CH:38][C:34]([C:35]([OH:37])=O)=[C:33]([F:43])[CH:32]=2)[CH2:28][CH2:27][CH2:26][CH2:25]1.N1(S(N)(=O)=O)CCC1.[CH:52]1([S:55]([NH2:58])(=[O:57])=[O:56])[CH2:54][CH2:53]1.